From a dataset of Peptide-MHC class I binding affinity with 185,985 pairs from IEDB/IMGT. Regression. Given a peptide amino acid sequence and an MHC pseudo amino acid sequence, predict their binding affinity value. This is MHC class I binding data. (1) The peptide sequence is AEWLEMICF. The MHC is HLA-B44:02 with pseudo-sequence HLA-B44:02. The binding affinity (normalized) is 0.649. (2) The MHC is HLA-A02:16 with pseudo-sequence HLA-A02:16. The peptide sequence is SHAAIGAYL. The binding affinity (normalized) is 0.0847. (3) The peptide sequence is HIASKINNNR. The MHC is HLA-A33:01 with pseudo-sequence HLA-A33:01. The binding affinity (normalized) is 0.197.